This data is from Full USPTO retrosynthesis dataset with 1.9M reactions from patents (1976-2016). The task is: Predict the reactants needed to synthesize the given product. (1) Given the product [NH2:29][CH2:30][CH2:31][NH:1][C:2]1[CH:22]=[C:21]([C:23]2[N:27]=[C:26]([CH3:28])[O:25][N:24]=2)[CH:20]=[CH:19][C:3]=1[CH2:4][NH:5][C:6](=[O:18])[C:7]1[CH:12]=[C:11]([O:13][CH3:14])[C:10]([CH3:15])=[C:9]([O:16][CH3:17])[CH:8]=1, predict the reactants needed to synthesize it. The reactants are: [NH2:1][C:2]1[CH:22]=[C:21]([C:23]2[N:27]=[C:26]([CH3:28])[O:25][N:24]=2)[CH:20]=[CH:19][C:3]=1[CH2:4][NH:5][C:6](=[O:18])[C:7]1[CH:12]=[C:11]([O:13][CH3:14])[C:10]([CH3:15])=[C:9]([O:16][CH3:17])[CH:8]=1.[N:29]1C=CC=[CH:31][CH:30]=1.Br.BrCCN.[OH-].[Na+]. (2) Given the product [Cl:1][C:2]1[C:11]2[N:10]=[C:9]([CH3:12])[C:8]([CH2:13][C:14]3[CH:19]=[CH:18][C:17]([Cl:20])=[CH:16][CH:15]=3)=[C:7]([CH3:21])[C:6]=2[C:5]([C:30]#[N:31])=[CH:4][CH:3]=1, predict the reactants needed to synthesize it. The reactants are: [Cl:1][C:2]1[CH:3]=[CH:4][C:5](OS(C(F)(F)F)(=O)=O)=[C:6]2[C:11]=1[N:10]=[C:9]([CH3:12])[C:8]([CH2:13][C:14]1[CH:19]=[CH:18][C:17]([Cl:20])=[CH:16][CH:15]=1)=[C:7]2[CH3:21].[CH3:30][N:31](C)C=O.